Dataset: Catalyst prediction with 721,799 reactions and 888 catalyst types from USPTO. Task: Predict which catalyst facilitates the given reaction. (1) Reactant: [C:1]([O:5][C:6](=[O:23])[NH:7][CH:8]([C:10]1[CH:15]=[C:14]([Cl:16])[C:13]([C:17]#[N:18])=[C:12](Br)[C:11]=1[O:20][CH2:21][CH3:22])[CH3:9])([CH3:4])([CH3:3])[CH3:2].[CH3:24][N:25]([CH3:37])[C:26]([C:28]1[N:33]=[CH:32][C:31](B(O)O)=[CH:30][CH:29]=1)=[O:27].C(=O)([O-])[O-].[K+].[K+]. Product: [C:1]([O:5][C:6](=[O:23])[NH:7][CH:8]([C:10]1[CH:15]=[C:14]([Cl:16])[C:13]([C:17]#[N:18])=[C:12]([C:31]2[CH:32]=[N:33][C:28]([C:26]([N:25]([CH3:37])[CH3:24])=[O:27])=[CH:29][CH:30]=2)[C:11]=1[O:20][CH2:21][CH3:22])[CH3:9])([CH3:4])([CH3:3])[CH3:2]. The catalyst class is: 70. (2) Reactant: C[O:2][C:3](=[O:22])[CH:4]([C:14]1[CH:19]=[CH:18][C:17]([Cl:20])=[C:16]([Cl:21])[CH:15]=1)[CH2:5][NH:6][C:7]([O:9][C:10]([CH3:13])([CH3:12])[CH3:11])=[O:8].[OH-].[Li+]. Product: [C:10]([O:9][C:7]([NH:6][CH2:5][CH:4]([C:14]1[CH:19]=[CH:18][C:17]([Cl:20])=[C:16]([Cl:21])[CH:15]=1)[C:3]([OH:22])=[O:2])=[O:8])([CH3:13])([CH3:11])[CH3:12]. The catalyst class is: 30. (3) Reactant: Cl[C:2]1[C:11]2[C:6](=[CH:7][CH:8]=[CH:9][CH:10]=2)[N:5]=[C:4]2[N:12]([C:16]3[CH:21]=[CH:20][CH:19]=[CH:18][N:17]=3)[N:13]=[C:14]([CH3:15])[C:3]=12.[CH2:22]([NH2:25])[CH2:23][CH3:24]. Product: [CH3:15][C:14]1[C:3]2[C:4](=[N:5][C:6]3[C:11]([C:2]=2[NH:25][CH2:22][CH2:23][CH3:24])=[CH:10][CH:9]=[CH:8][CH:7]=3)[N:12]([C:16]2[CH:21]=[CH:20][CH:19]=[CH:18][N:17]=2)[N:13]=1. The catalyst class is: 6. (4) Reactant: [OH:1][C:2]1[CH:11]=[C:10]2[C:5]([CH:6]=[C:7]([C:13]3[CH:18]=[CH:17][C:16]([O:19][CH3:20])=[CH:15][CH:14]=3)[C:8](=[O:12])[O:9]2)=[CH:4][CH:3]=1.C(N(CC)CC)C.[F:28][C:29]([F:42])([F:41])[S:30](O[S:30]([C:29]([F:42])([F:41])[F:28])(=[O:32])=[O:31])(=[O:32])=[O:31]. Product: [F:28][C:29]([F:42])([F:41])[S:30]([O:1][C:2]1[CH:11]=[C:10]2[C:5]([CH:6]=[C:7]([C:13]3[CH:14]=[CH:15][C:16]([O:19][CH3:20])=[CH:17][CH:18]=3)[C:8](=[O:12])[O:9]2)=[CH:4][CH:3]=1)(=[O:32])=[O:31]. The catalyst class is: 154. (5) Reactant: [OH:1][CH:2]([C:6]1[CH:11]=[CH:10][C:9]([C:12]2[N:16]=[C:15]([C:17]3[O:21][N:20]=[C:19]([C:22]4[CH:27]=[CH:26][CH:25]=[CH:24][CH:23]=4)[C:18]=3[C:28]([F:31])([F:30])[F:29])[O:14][N:13]=2)=[CH:8][CH:7]=1)[C:3](O)=[O:4].[CH3:32][N:33]1CCO[CH2:35][CH2:34]1.CNCC.CN(C(ON1N=NC2C=CC=NC1=2)=[N+](C)C)C.F[P-](F)(F)(F)(F)F. Product: [CH2:34]([N:33]([CH3:32])[C:3](=[O:4])[CH:2]([OH:1])[C:6]1[CH:7]=[CH:8][C:9]([C:12]2[N:16]=[C:15]([C:17]3[O:21][N:20]=[C:19]([C:22]4[CH:27]=[CH:26][CH:25]=[CH:24][CH:23]=4)[C:18]=3[C:28]([F:31])([F:29])[F:30])[O:14][N:13]=2)=[CH:10][CH:11]=1)[CH3:35]. The catalyst class is: 3. (6) Reactant: Cl.N[C:3]1[CH:11]=[C:10]([Cl:12])[CH:9]=[CH:8][C:4]=1[C:5]([OH:7])=[O:6].[OH-].[Na+].N([O-])=O.[Na+].C(OC([S-])=[S:23])C.[K+]. Product: [Cl:12][C:10]1[CH:9]=[CH:8][C:4]([C:5]([OH:7])=[O:6])=[C:3]([SH:23])[CH:11]=1. The catalyst class is: 6. (7) Reactant: CS(O[CH2:6][CH2:7][CH2:8][CH2:9][N:10]1[CH:14]=[C:13]([C:15](=[O:24])[NH:16][CH2:17][C:18]2[CH:23]=[CH:22][CH:21]=[CH:20][N:19]=2)[N:12]=[N:11]1)(=O)=O.[N-:25]=[N+:26]=[N-:27].[Na+]. Product: [N:25]([CH2:6][CH2:7][CH2:8][CH2:9][N:10]1[CH:14]=[C:13]([C:15]([NH:16][CH2:17][C:18]2[CH:23]=[CH:22][CH:21]=[CH:20][N:19]=2)=[O:24])[N:12]=[N:11]1)=[N+:26]=[N-:27]. The catalyst class is: 215.